This data is from Reaction yield outcomes from USPTO patents with 853,638 reactions. The task is: Predict the reaction yield, written as a fraction of the theoretical maximum amount of product (1.0 means a 100% yield; for example, 0.34 means a 34% yield). (1) The reactants are [N:1]1[CH:6]=[CH:5][CH:4]=[C:3]([C:7](=O)[C:8]([O:10][CH2:11][CH3:12])=[O:9])[CH:2]=1.Cl.[NH2:15][OH:16].C([O-])(=O)C.[Na+]. The catalyst is C(O)C. The product is [OH:16]/[N:15]=[C:7](\[C:3]1[CH:2]=[N:1][CH:6]=[CH:5][CH:4]=1)/[C:8]([O:10][CH2:11][CH3:12])=[O:9]. The yield is 0.510. (2) The reactants are [CH:1]([CH:3]([CH2:8][C:9]1[CH:10]=[N:11][C:12]([O:15][CH3:16])=[N:13][CH:14]=1)[C:4]([O:6]C)=O)=O.CC(C)([O-])C.[K+].[N+:23]([NH:26][C:27]([NH2:29])=[NH:28])([O-:25])=[O:24]. The catalyst is C(O)C. The product is [CH3:16][O:15][C:12]1[N:11]=[CH:10][C:9]([CH2:8][C:3]2[C:4](=[O:6])[N:28]=[C:27]([NH:26][N+:23]([O-:25])=[O:24])[NH:29][CH:1]=2)=[CH:14][N:13]=1. The yield is 0.725. (3) The reactants are [Br:1][CH2:2][CH2:3][CH2:4][CH2:5][CH2:6][CH2:7][CH2:8][CH2:9][CH2:10][OH:11].C(=O)(O)[O-].[Na+].[Br-].[K+].S(=O)(O)[O-].[Na+]. The catalyst is O.ClCCl. The yield is 0.940. The product is [Br:1][CH2:2][CH2:3][CH2:4][CH2:5][CH2:6][CH2:7][CH2:8][CH2:9][CH:10]=[O:11]. (4) The catalyst is CO.O1CCOCC1. The reactants are C(OC([N:8]1[C@@H:12]([CH2:13][C:14]2[CH:19]=[CH:18][CH:17]=[CH:16][CH:15]=2)[C@H:11]([CH2:20][CH2:21][C:22](=[O:32])[NH:23][CH2:24][CH2:25][C:26]2[CH:31]=[CH:30][CH:29]=[CH:28][CH:27]=2)[O:10]C1(C)C)=O)(C)(C)C.Cl. The yield is 0.960. The product is [CH2:24]([NH:23][C:22](=[O:32])[CH2:21][CH2:20][C@H:11]([OH:10])[C@@H:12]([NH2:8])[CH2:13][C:14]1[CH:15]=[CH:16][CH:17]=[CH:18][CH:19]=1)[CH2:25][C:26]1[CH:27]=[CH:28][CH:29]=[CH:30][CH:31]=1.